Task: Binary Classification. Given a miRNA mature sequence and a target amino acid sequence, predict their likelihood of interaction.. Dataset: Experimentally validated miRNA-target interactions with 360,000+ pairs, plus equal number of negative samples (1) The miRNA is hsa-miR-320e with sequence AAAGCUGGGUUGAGAAGG. The protein sequence of the target gene is MLARNNSLVTEFILAGLTDHPEFQQPLFFLFLVVYIVTMVGNLGLIILFGLNSHLHTPMYYFLFNLSFIDLCYSSVFTPKMLMNFVSKKNIISYVGCMTQLFFFLFFVISECYMLTSMAYDRYVAICNPLLYKVTMSHQVCSMLTFAAYIMGLAGATAHTGCMLRLTFCSANIINHYLCDILPLLQLSCTSTYVNEVVVLIVVGINIMVPSCTILISYVFIVTSILHIKSTQGRSKAFSTCSSHVIALSLFFGSAAFMYIKYSSGSMEQGKVSSVFYTNVVPMLNPLIYSLRNKDVKVAL.... Result: 0 (no interaction). (2) The miRNA is mmu-miR-6951-3p with sequence CUUUUUUCUUCACAAAUACAG. The protein sequence of the target gene is MNSKGQYPTQPTYPVQPPGNPVYPQTLHLPQAPPYTDAPPAYSELYRPSFVHPGAATVPTMSAAFPGASLYLPMAQSVAVGPLGSTIPMAYYPVGPIYPPGSTVLVEGGYDAGARFGAGATAGNIPPPPPGCPPNAAQLAVMQGANVLVTQRKGNFFMGGSDGGYTIW. Result: 0 (no interaction). (3) The miRNA is hsa-miR-3123 with sequence CAGAGAAUUGUUUAAUC. The protein sequence of the target gene is MEVHELFRYFRMPELIDIRQYVRTLPTNTLMGFGAFAALTTFWYATRPKALKPPCDLSMQSVEIAGTTDGIRRSAVLEDDKLLVYYYDDVRTMYDGFQRGIQVSNNGPCLGSRKPNQPYEWISYKEVAELAECIGSGLIQKGFKPCSEQFIGLFSQNRPEWVIVEQGCFSYSMVVVPLYDTLGADAITYIVNKAELSVIFADKPEKAKLLLEGVENKLTPCLKIIVIMDSYGSDLVERGKKCGVEIISLKALEDLGRVNRVKPKPPEPEDLAIICFTSGTTGNPKGAMITHQNIINDCSG.... Result: 0 (no interaction). (4) The miRNA is hsa-miR-215-5p with sequence AUGACCUAUGAAUUGACAGAC. The protein sequence of the target gene is MSALTPPTDMPTPTTDKITQAAMETIYLCKFRVSMDGEWLCLRELDDISLTPDPEPTHEDPNYLMANERMNLMNMAKLSIKGLIESALNLGRTLDSDYAPLQQFFVVMEHCLKHGLKAKKTFLGQNKSFWGPLELVEKLVPEAAEITASVKDLPGLKTPVGRGRAWLRLALMQKKLSEYMKALINKKELLSEFYEPNALMMEEEGAIIAGLLVGLNVIDANFCMKGEDLDSQVGVIDFSMYLKDGNSSKGTEGDGQITAILDQKNYVEELNRHLNATVNNLQAKVDALEKSNTKLTEELA.... Result: 1 (interaction).